Dataset: Reaction yield outcomes from USPTO patents with 853,638 reactions. Task: Predict the reaction yield, written as a fraction of the theoretical maximum amount of product (1.0 means a 100% yield; for example, 0.34 means a 34% yield). (1) The product is [F:1][C:2]([F:25])([F:24])[C:3]1[CH:4]=[C:5]([C:13]2[N:17]=[CH:16][N:15](/[CH:18]=[C:19](/[C:30]3[CH:31]=[N:26][CH:27]=[N:28][CH:29]=3)\[C:20]([NH2:22])=[O:21])[N:14]=2)[CH:6]=[C:7]([C:9]([F:12])([F:11])[F:10])[CH:8]=1. The catalyst is O1CCOCC1.O.C1C=CC(P(C2C=CC=CC=2)[C-]2C=CC=C2)=CC=1.C1C=CC(P(C2C=CC=CC=2)[C-]2C=CC=C2)=CC=1.Cl[Pd]Cl.[Fe+2]. The yield is 0.220. The reactants are [F:1][C:2]([F:25])([F:24])[C:3]1[CH:4]=[C:5]([C:13]2[N:17]=[CH:16][N:15](/[CH:18]=[C:19](/Br)\[C:20]([NH2:22])=[O:21])[N:14]=2)[CH:6]=[C:7]([C:9]([F:12])([F:11])[F:10])[CH:8]=1.[N:26]1[CH:31]=[C:30](B(O)O)[CH:29]=[N:28][CH:27]=1.C([O-])(=O)C.[K+]. (2) The product is [F:39][C:40]([F:45])([F:44])[C:41]([OH:43])=[O:42].[Cl:19][C:15]1[C:14]([F:20])=[C:13]([CH:12]2[C:11]([C:23]3[CH:28]=[CH:27][C:26]([Cl:29])=[CH:25][C:24]=3[F:30])([C:21]#[N:22])[CH:10]([CH2:31][C:32]([C:35]([O:37][CH3:38])=[O:36])([CH3:34])[CH3:33])[NH:9][CH:8]2[C:6]([OH:7])=[O:5])[CH:18]=[CH:17][CH:16]=1. The reactants are C([O:5][C:6]([CH:8]1[CH:12]([C:13]2[CH:18]=[CH:17][CH:16]=[C:15]([Cl:19])[C:14]=2[F:20])[C:11]([C:23]2[CH:28]=[CH:27][C:26]([Cl:29])=[CH:25][C:24]=2[F:30])([C:21]#[N:22])[CH:10]([CH2:31][C:32]([C:35]([O:37][CH3:38])=[O:36])([CH3:34])[CH3:33])[NH:9]1)=[O:7])(C)(C)C.[F:39][C:40]([F:45])([F:44])[C:41]([OH:43])=[O:42]. The yield is 0.970. The catalyst is ClCCl. (3) The reactants are [N:1]1([C:7]2[CH:15]=[C:14]3[C:10]([CH2:11][C:12](=[O:16])[NH:13]3)=[CH:9][CH:8]=2)[CH2:6][CH2:5][O:4][CH2:3][CH2:2]1.[CH:17]([C:19]1[NH:20][C:21]2[CH2:22][CH2:23][CH2:24][CH2:25][C:26]=2[C:27]=1[CH2:28][CH2:29][C:30]([OH:32])=[O:31])=O.N1CCCCC1. The catalyst is C(O)C. The product is [N:1]1([C:7]2[CH:15]=[C:14]3[C:10]([C:11](=[CH:17][C:19]4[NH:20][C:21]5[CH2:22][CH2:23][CH2:24][CH2:25][C:26]=5[C:27]=4[CH2:28][CH2:29][C:30]([OH:32])=[O:31])[C:12](=[O:16])[NH:13]3)=[CH:9][CH:8]=2)[CH2:6][CH2:5][O:4][CH2:3][CH2:2]1. The yield is 0.340. (4) The reactants are C([NH:5][S:6]([C:9]1[CH:14]=[CH:13][C:12]([C:15]2[N:16]=[CH:17][N:18]([C:20]3[N:25]=[C:24]([CH3:26])[CH:23]=[C:22]([C:27]4[CH:32]=[CH:31][C:30]([C:33]([F:36])([F:35])[F:34])=[CH:29][CH:28]=4)[N:21]=3)[CH:19]=2)=[CH:11][CH:10]=1)(=[O:8])=[O:7])(C)(C)C.C(O)(C(F)(F)F)=O. The catalyst is ClCCl. The product is [CH3:26][C:24]1[CH:23]=[C:22]([C:27]2[CH:32]=[CH:31][C:30]([C:33]([F:36])([F:34])[F:35])=[CH:29][CH:28]=2)[N:21]=[C:20]([N:18]2[CH:19]=[C:15]([C:12]3[CH:13]=[CH:14][C:9]([S:6]([NH2:5])(=[O:8])=[O:7])=[CH:10][CH:11]=3)[N:16]=[CH:17]2)[N:25]=1. The yield is 0.160. (5) The reactants are [CH3:1][C:2]1[N:11]([CH:12]2[CH2:17][CH2:16][C:15](=[O:18])[NH:14][C:13]2=[O:19])[C:10](=[O:20])[C:9]2[C:4](=[CH:5][CH:6]=[CH:7][C:8]=2[N+:21]([O-])=O)[N:3]=1. The catalyst is CN(C=O)C.[OH-].[OH-].[Pd+2]. The product is [NH2:21][C:8]1[CH:7]=[CH:6][CH:5]=[C:4]2[C:9]=1[C:10](=[O:20])[N:11]([CH:12]1[CH2:17][CH2:16][C:15](=[O:18])[NH:14][C:13]1=[O:19])[C:2]([CH3:1])=[N:3]2. The yield is 0.690. (6) The reactants are [CH2:1]([O:3][C:4]1[CH:5]=[C:6]([CH:10]=[C:11]([O:16][CH2:17][CH3:18])[C:12]=1[O:13][CH2:14][CH3:15])C(O)=O)[CH3:2].[N+:19]([O-])([OH:21])=[O:20]. The catalyst is C(O)(=O)C. The product is [CH2:1]([O:3][C:4]1[CH:5]=[C:6]([N+:19]([O-:21])=[O:20])[CH:10]=[C:11]([O:16][CH2:17][CH3:18])[C:12]=1[O:13][CH2:14][CH3:15])[CH3:2]. The yield is 0.640. (7) The reactants are [CH2:1]([O:5][CH2:6][C:7]1[CH:14]=[CH:13][C:10]([CH2:11]N)=[CH:9][CH:8]=1)[CH2:2][CH2:3][CH3:4].C(O)(=[O:17])C.N([O-])=O.[Na+].C(=O)([O-])[O-].[K+].[K+]. The catalyst is CO.O. The product is [CH2:1]([O:5][CH2:6][C:7]1[CH:14]=[CH:13][C:10]([CH2:11][OH:17])=[CH:9][CH:8]=1)[CH2:2][CH2:3][CH3:4]. The yield is 0.780. (8) The reactants are [NH2:1][C:2]1[C:3]([NH2:8])=[N:4][CH:5]=[CH:6][N:7]=1.[N:9]1[CH:14]=[CH:13][C:12](B(O)O)=[CH:11][CH:10]=1. No catalyst specified. The product is [N:1]1([C:2]2[C:3]([NH2:8])=[N:4][CH:5]=[C:6]([C:12]3[CH:13]=[CH:14][N:9]=[CH:10][CH:11]=3)[N:7]=2)[CH2:14][CH2:13][CH2:12][CH2:11][CH2:10]1. The yield is 0.450.